Dataset: Forward reaction prediction with 1.9M reactions from USPTO patents (1976-2016). Task: Predict the product of the given reaction. (1) Given the reactants [F:1][C:2]1[CH:3]=[C:4]([C@@H:9]2[C@@H:14]([CH2:15][OH:16])[CH2:13][N:12]([C:17]([O:19]CCCC)=[O:18])[C@@H:11]([CH3:24])[CH2:10]2)[CH:5]=[CH:6][C:7]=1[F:8].N1C=CC=CC=1.CC(OI1(OC(C)=O)(OC(C)=O)O[C:42](=O)[C:41]2[CH:40]=CC=C[C:36]1=2)=O, predict the reaction product. The product is: [F:1][C:2]1[CH:3]=[C:4]([C@@H:9]2[C@@H:14]([CH:15]=[O:16])[CH2:13][N:12]([C:17]([O:19][C:41]([CH3:42])([CH3:40])[CH3:36])=[O:18])[C@@H:11]([CH3:24])[CH2:10]2)[CH:5]=[CH:6][C:7]=1[F:8]. (2) The product is: [F:1][C:2]1[CH:3]=[CH:4][C:5]([CH:8]2[CH2:13][CH2:12][N:11]([C:14]([O:16][C:17]([CH3:18])([CH3:20])[CH3:19])=[O:15])[CH2:10][CH:9]2[O:21][CH2:28][C:27]2[CH:30]=[CH:31][C:24]([O:23][CH3:22])=[CH:25][CH:26]=2)=[CH:6][CH:7]=1. Given the reactants [F:1][C:2]1[CH:7]=[CH:6][C:5]([CH:8]2[CH2:13][CH2:12][N:11]([C:14]([O:16][C:17]([CH3:20])([CH3:19])[CH3:18])=[O:15])[CH2:10][CH:9]2[OH:21])=[CH:4][CH:3]=1.[CH3:22][O:23][C:24]1[CH:31]=[CH:30][C:27]([CH2:28]Cl)=[CH:26][CH:25]=1.[H-].[Na+], predict the reaction product. (3) Given the reactants [F:1][C:2]([F:13])([F:12])[C:3]1[CH:11]=[CH:10][C:6]([C:7](Cl)=[O:8])=[CH:5][CH:4]=1.[NH2:14][C:15]1[CH:16]=[CH:17][C:18]([CH3:34])=[C:19]([NH:21][C:22]([C:24]2[CH:25]=[C:26]3[C:31](=[CH:32][CH:33]=2)[N:30]=[CH:29][CH:28]=[CH:27]3)=[O:23])[CH:20]=1, predict the reaction product. The product is: [F:1][C:2]([F:13])([F:12])[C:3]1[CH:11]=[CH:10][C:6]([C:7]([NH:14][C:15]2[CH:16]=[CH:17][C:18]([CH3:34])=[C:19]([NH:21][C:22]([C:24]3[CH:25]=[C:26]4[C:31](=[CH:32][CH:33]=3)[N:30]=[CH:29][CH:28]=[CH:27]4)=[O:23])[CH:20]=2)=[O:8])=[CH:5][CH:4]=1. (4) Given the reactants [NH2:1][C@H:2]([C:7]([NH:9][C@H:10]([C:15]([OH:17])=[O:16])[CH2:11][CH:12]([CH3:14])[CH3:13])=[O:8])[CH2:3][C:4](=[O:6])[NH2:5].[CH:18]([S:20]([CH:23]=[CH2:24])(=[O:22])=[O:21])=[CH2:19].[NH2:25][C@H:26]([C:32](O)=[O:33])[CH2:27][CH2:28][C:29](=[O:31])[OH:30].N[C@H](C(O)=O)CC(=O)N, predict the reaction product. The product is: [NH2:25][C@H:26]([C:32]([NH:1][C@H:2]([C:7]([NH:9][C@H:10]([C:15]([OH:17])=[O:16])[CH2:11][CH:12]([CH3:14])[CH3:13])=[O:8])[CH2:3][C:4](=[O:6])[NH2:5])=[O:33])[CH2:27][CH2:28][C:29](=[O:30])[OH:31].[CH:18]([S:20]([CH:23]=[CH2:24])(=[O:22])=[O:21])=[CH2:19]. (5) Given the reactants [CH3:1][C@H:2]1[N:6]([S:7]([C:10]2[CH:15]=[CH:14][CH:13]=[CH:12][CH:11]=2)(=[O:9])=[O:8])[CH2:5][C@@H:4]([CH2:16][N:17]2[C:25]3[C:20](=[CH:21][C:22]([C:26]4[CH:27]=[N:28][N:29](C5CCCCO5)[CH:30]=4)=[CH:23][CH:24]=3)[CH:19]=[CH:18]2)[CH2:3]1.C1(C)C=CC(S(O)(=O)=O)=CC=1.C(=O)(O)[O-].[Na+], predict the reaction product. The product is: [CH3:1][C@H:2]1[N:6]([S:7]([C:10]2[CH:15]=[CH:14][CH:13]=[CH:12][CH:11]=2)(=[O:9])=[O:8])[CH2:5][C@@H:4]([CH2:16][N:17]2[C:25]3[C:20](=[CH:21][C:22]([C:26]4[CH:30]=[N:29][NH:28][CH:27]=4)=[CH:23][CH:24]=3)[CH:19]=[CH:18]2)[CH2:3]1. (6) Given the reactants [Br:1][C:2]1[C:3](Cl)=[N:4][CH:5]=[C:6]([CH:22]=1)[C:7]([NH:9][C:10]1[CH:15]=[CH:14][C:13]([O:16][C:17]([F:20])([F:19])[F:18])=[C:12]([Cl:21])[CH:11]=1)=[O:8].[NH:24]1[CH2:28][CH2:27][C@@H:26]([OH:29])[CH2:25]1, predict the reaction product. The product is: [Br:1][C:2]1[C:3]([N:24]2[CH2:28][CH2:27][C@@H:26]([OH:29])[CH2:25]2)=[N:4][CH:5]=[C:6]([CH:22]=1)[C:7]([NH:9][C:10]1[CH:15]=[CH:14][C:13]([O:16][C:17]([F:20])([F:19])[F:18])=[C:12]([Cl:21])[CH:11]=1)=[O:8].